From a dataset of Reaction yield outcomes from USPTO patents with 853,638 reactions. Predict the reaction yield, written as a fraction of the theoretical maximum amount of product (1.0 means a 100% yield; for example, 0.34 means a 34% yield). (1) The reactants are C[Al](C)C.[F:5][C:6]([F:10])([F:9])[CH2:7][NH2:8].C[O:12][C:13](=O)[C:14]1[CH:19]=[CH:18][C:17]([O:20][CH2:21][C:22]2[C:23]([C:28]3[CH:33]=[CH:32][C:31]([F:34])=[C:30]([F:35])[CH:29]=3)=[N:24][O:25][C:26]=2[CH3:27])=[N:16][CH:15]=1.O. The catalyst is O1CCOCC1. The product is [F:35][C:30]1[CH:29]=[C:28]([C:23]2[C:22]([CH2:21][O:20][C:17]3[CH:18]=[CH:19][C:14]([C:13]([NH:8][CH2:7][C:6]([F:10])([F:9])[F:5])=[O:12])=[CH:15][N:16]=3)=[C:26]([CH3:27])[O:25][N:24]=2)[CH:33]=[CH:32][C:31]=1[F:34]. The yield is 0.630. (2) The reactants are [Cl:1][C:2]1[CH:10]=[C:9]2[C:5]([C:6]([C:11]([N:13]3[CH2:18][CH2:17][C:16]4([C:22]5[CH:23]=[CH:24][CH:25]=[CH:26][C:21]=5[CH2:20][O:19]4)[CH2:15][CH2:14]3)=[O:12])=[CH:7][NH:8]2)=[CH:4][CH:3]=1.Cl[CH2:28][C:29]1[CH:34]=[CH:33][N:32]=[C:31]([CH3:35])[CH:30]=1. No catalyst specified. The product is [Cl:1][C:2]1[CH:10]=[C:9]2[C:5]([C:6]([C:11]([N:13]3[CH2:18][CH2:17][C:16]4([C:22]5[CH:23]=[CH:24][CH:25]=[CH:26][C:21]=5[CH2:20][O:19]4)[CH2:15][CH2:14]3)=[O:12])=[CH:7][N:8]2[CH2:28][C:29]2[CH:34]=[CH:33][N:32]=[C:31]([CH3:35])[CH:30]=2)=[CH:4][CH:3]=1. The yield is 0.560. (3) The reactants are C(N(CC)CC)C.[C:8]1([CH3:18])[CH:13]=[CH:12][C:11]([S:14](Cl)(=[O:16])=[O:15])=[CH:10][CH:9]=1.[CH3:19][O:20][C:21](=[O:38])[C@@H:22]1[CH2:26][C@@H:25]([OH:27])[CH2:24][N:23]1[C:28]([O:30][CH2:31][C:32]1[CH:37]=[CH:36][CH:35]=[CH:34][CH:33]=1)=[O:29]. The catalyst is CN(C)C1C=CN=CC=1.C(Cl)Cl. The product is [CH3:19][O:20][C:21](=[O:38])[C@@H:22]1[CH2:26][C@@H:25]([O:27][S:14]([C:11]2[CH:12]=[CH:13][C:8]([CH3:18])=[CH:9][CH:10]=2)(=[O:16])=[O:15])[CH2:24][N:23]1[C:28]([O:30][CH2:31][C:32]1[CH:37]=[CH:36][CH:35]=[CH:34][CH:33]=1)=[O:29]. The yield is 1.00. (4) The reactants are [Cl:1][C:2]1[CH:3]=[C:4]([C:8]2[CH:16]=[CH:15][CH:14]=[C:13]3[C:9]=2[CH2:10][C:11](=[O:17])[NH:12]3)[CH:5]=[CH:6][CH:7]=1.[CH2:18]([N:20]([CH2:35][CH3:36])[CH2:21][CH2:22][NH:23][C:24]([C:26]1[C:30]([CH3:31])=[C:29]([CH:32]=O)[NH:28][C:27]=1[CH3:34])=[O:25])[CH3:19]. The catalyst is C(O)C.N1CCCCC1. The product is [CH2:35]([N:20]([CH2:18][CH3:19])[CH2:21][CH2:22][NH:23][C:24]([C:26]1[C:30]([CH3:31])=[C:29]([CH:32]=[C:10]2[C:9]3[C:13](=[CH:14][CH:15]=[CH:16][C:8]=3[C:4]3[CH:5]=[CH:6][CH:7]=[C:2]([Cl:1])[CH:3]=3)[NH:12][C:11]2=[O:17])[NH:28][C:27]=1[CH3:34])=[O:25])[CH3:36]. The yield is 0.590. (5) The reactants are [C:1]([C:3]1[CH:8]=[CH:7][C:6]([C:9]2([O:12][CH:13]([CH3:15])[CH3:14])[CH2:11][CH2:10]2)=[CH:5][C:4]=1CC)#[CH:2].[CH3:18][O:19][C:20](=[O:29])[CH2:21][C:22]1[CH:27]=[CH:26][C:25](I)=[CH:24][CH:23]=1.[CH2:30](N(CC)CC)[CH3:31]. The catalyst is [Cu]I.Cl[Pd](Cl)([P](C1C=CC=CC=1)(C1C=CC=CC=1)C1C=CC=CC=1)[P](C1C=CC=CC=1)(C1C=CC=CC=1)C1C=CC=CC=1. The product is [CH:13]([O:12][C:9]1([C:6]2[CH:5]=[CH:4][C:3]([C:1]#[C:2][C:25]3[CH:26]=[CH:27][C:22]([CH2:21][C:20]([O:19][CH3:18])=[O:29])=[CH:23][CH:24]=3)=[CH:8][C:7]=2[CH2:30][CH3:31])[CH2:10][CH2:11]1)([CH3:14])[CH3:15]. The yield is 0.700. (6) The reactants are COC1C=C[C:6]([C@@H:9]([N:11]([CH2:22][C:23]2[N:24]=[C:25]3[CH:30]=[CH:29][CH:28]=[C:27]([N:31]4[CH2:36][CH2:35][N:34]([CH3:37])[CH2:33][CH2:32]4)[N:26]3[CH:38]=2)[C@@H:12]2[C:21]3[N:20]=[CH:19][CH:18]=[CH:17][C:16]=3[CH2:15][CH2:14][CH2:13]2)C)=CC=1.C(=O)C. No catalyst specified. The product is [CH2:9]([N:11]([CH2:22][C:23]1[N:24]=[C:25]2[CH:30]=[CH:29][CH:28]=[C:27]([N:31]3[CH2:36][CH2:35][N:34]([CH3:37])[CH2:33][CH2:32]3)[N:26]2[CH:38]=1)[C@@H:12]1[C:21]2[N:20]=[CH:19][CH:18]=[CH:17][C:16]=2[CH2:15][CH2:14][CH2:13]1)[CH3:6]. The yield is 0.190. (7) The reactants are [Cl:1][C:2]1[N:10]=[C:9]([Cl:11])[CH:8]=[CH:7][C:3]=1[C:4]([OH:6])=[O:5].O=S(Cl)Cl.[CH3:16]O. No catalyst specified. The product is [CH3:16][O:5][C:4](=[O:6])[C:3]1[CH:7]=[CH:8][C:9]([Cl:11])=[N:10][C:2]=1[Cl:1]. The yield is 1.00. (8) The reactants are [OH-].[Na+].[Br:3][C:4]1[CH:5]=[C:6]([C:16]([O:18]CC)=O)[C:7]2[CH:12]=[N:11][N:10]([CH:13]([CH3:15])[CH3:14])[C:8]=2[N:9]=1.[NH2:21][CH2:22][C:23]1[C:24](=[O:31])[NH:25][C:26]([CH3:30])=[CH:27][C:28]=1[CH3:29].C1CN([P+](ON2N=NC3C=CC=CC2=3)(N2CCCC2)N2CCCC2)CC1.F[P-](F)(F)(F)(F)F. The catalyst is CCO.CS(C)=O. The product is [Br:3][C:4]1[CH:5]=[C:6]([C:16]([NH:21][CH2:22][C:23]2[C:24](=[O:31])[NH:25][C:26]([CH3:30])=[CH:27][C:28]=2[CH3:29])=[O:18])[C:7]2[CH:12]=[N:11][N:10]([CH:13]([CH3:14])[CH3:15])[C:8]=2[N:9]=1. The yield is 0.680. (9) The reactants are [S:1]1[C:5]2[CH:6]=[CH:7][CH:8]=[CH:9][C:4]=2[C:3]([CH:10]=[O:11])=[CH:2]1.[C-]#N.[Na+].[CH3:15][OH:16]. The catalyst is [O-2].[O-2].[Mn+4]. The product is [CH3:15][O:16][C:10]([C:3]1[C:4]2[CH:9]=[CH:8][CH:7]=[CH:6][C:5]=2[S:1][CH:2]=1)=[O:11]. The yield is 0.900. (10) The catalyst is ClCCl. The yield is 0.510. The product is [CH2:36]([O:35][C:34](=[O:41])[NH:27][C:24]1[S:25][CH:26]=[C:22]([CH2:21][O:20][N:19]=[C:7]([C:6]2[N:2]([CH3:1])[N:3]=[N:4][N:5]=2)[C:8]2[CH:13]=[CH:12][C:11]([CH3:14])=[C:10]([C:15]([F:18])([F:17])[F:16])[CH:9]=2)[N:23]=1)[CH2:37][CH2:38][CH2:39][CH3:40]. The reactants are [CH3:1][N:2]1[C:6]([C:7](=[N:19][O:20][CH2:21][C:22]2[N:23]=[C:24]([NH2:27])[S:25][CH:26]=2)[C:8]2[CH:13]=[CH:12][C:11]([CH3:14])=[C:10]([C:15]([F:18])([F:17])[F:16])[CH:9]=2)=[N:5][N:4]=[N:3]1.N1C=CC=CC=1.[C:34](Cl)(=[O:41])[O:35][CH2:36][CH2:37][CH2:38][CH2:39][CH3:40].